The task is: Predict the reaction yield, written as a fraction of the theoretical maximum amount of product (1.0 means a 100% yield; for example, 0.34 means a 34% yield).. This data is from Reaction yield outcomes from USPTO patents with 853,638 reactions. (1) The reactants are [C:1]1([N:7]2[C:19]3[CH:18]=[CH:17][C:16]([C:20]([O:22]CC)=O)=[CH:15][C:14]=3[C:13]3[C:8]2=[CH:9][CH:10]=[CH:11][CH:12]=3)[CH:6]=[CH:5][CH:4]=[CH:3][CH:2]=1.O.[NH2:26][NH2:27].C(O)C. The catalyst is O. The product is [C:1]1([N:7]2[C:19]3[CH:18]=[CH:17][C:16]([C:20]([NH:26][NH2:27])=[O:22])=[CH:15][C:14]=3[C:13]3[C:8]2=[CH:9][CH:10]=[CH:11][CH:12]=3)[CH:6]=[CH:5][CH:4]=[CH:3][CH:2]=1. The yield is 0.960. (2) The reactants are [CH3:1][N:2]1[C:6]([O:7][CH2:8][C:9]([F:12])([F:11])[F:10])=[C:5]([CH2:13]O)[C:4]([C:15]([F:18])([F:17])[F:16])=[N:3]1.C1(P(C2C=CC=CC=2)C2C=CC=CC=2)C=CC=CC=1.C(Br)(Br)(Br)[Br:39]. The catalyst is ClCCl. The product is [Br:39][CH2:13][C:5]1[C:4]([C:15]([F:18])([F:17])[F:16])=[N:3][N:2]([CH3:1])[C:6]=1[O:7][CH2:8][C:9]([F:12])([F:11])[F:10]. The yield is 0.870. (3) The reactants are [CH:1]1[C:6]([C:7]([CH2:9][NH2:10])=O)=[CH:5][CH:4]=[C:3]([Br:11])[CH:2]=1.Cl.C([O-])(=O)C.[Na+].C(O)(=O)C.[NH:22]=[C:23](SC)[C:24]([O:26][CH2:27][CH3:28])=[O:25].C([O-])(O)=O.[Na+]. The catalyst is O1CCOCC1. The product is [Br:11][C:3]1[CH:4]=[CH:5][C:6]([C:7]2[N:22]=[C:23]([C:24]([O:26][CH2:27][CH3:28])=[O:25])[NH:10][CH:9]=2)=[CH:1][CH:2]=1. The yield is 0.750. (4) The reactants are [F:1][CH:2]([F:14])[O:3][C:4]1[CH:13]=[CH:12][C:7]2[N:8]=[C:9]([NH2:11])[S:10][C:6]=2[CH:5]=1.[C:15](N1C=CN=C1)([N:17]1[CH:21]=[CH:20][N:19]=[CH:18]1)=[S:16]. The catalyst is C(#N)C. The product is [F:14][CH:2]([F:1])[O:3][C:4]1[CH:13]=[CH:12][C:7]2[N:8]=[C:9]([NH:11][C:15]([N:17]3[CH:21]=[CH:20][N:19]=[CH:18]3)=[S:16])[S:10][C:6]=2[CH:5]=1. The yield is 0.663. (5) The reactants are [Br:1][C:2]1[CH:3]=[C:4](S(O)(=O)=O)[C:5]([C:8]2[CH:13]=[CH:12][CH:11]=[CH:10][CH:9]=2)=[CH:6][CH:7]=1.[S:18]([Cl:21])(Cl)=[O:19].CN(C=[O:26])C. No catalyst specified. The product is [Br:1][C:2]1[CH:7]=[CH:6][C:5]([C:8]2[CH:9]=[CH:10][C:11]([S:18]([Cl:21])(=[O:19])=[O:26])=[CH:12][CH:13]=2)=[CH:4][CH:3]=1. The yield is 0.780. (6) The reactants are [CH3:1][C:2]1[CH:7]=[C:6]([CH3:8])[NH:5][C:4](=O)[C:3]=1[N+:10]([O-:12])=[O:11].P(Cl)(Cl)([Cl:15])=O. No catalyst specified. The product is [Cl:15][C:4]1[C:3]([N+:10]([O-:12])=[O:11])=[C:2]([CH3:1])[CH:7]=[C:6]([CH3:8])[N:5]=1. The yield is 0.900. (7) The reactants are [Cl:1][C:2]1[N:7]=[C:6](S(C)(=O)=O)[N:5]=[C:4]([N:12]2[CH2:17][CH2:16][O:15][CH2:14][CH2:13]2)[CH:3]=1.[NH2:18][C@@H:19]([CH3:22])[CH2:20][OH:21].CCN(C(C)C)C(C)C. The catalyst is CN(C=O)C. The product is [Cl:1][C:2]1[CH:3]=[C:4]([N:12]2[CH2:17][CH2:16][O:15][CH2:14][CH2:13]2)[N:5]=[C:6]([NH:18][C@@H:19]([CH3:22])[CH2:20][OH:21])[N:7]=1. The yield is 0.880. (8) The reactants are [NH2:1][C:2]1[S:3][C:4]2[N:5]=[C:6]([NH:11][C:12]3[CH:13]=[C:14]([NH:19][C:20](=[O:32])[C:21]4[CH:26]=[CH:25][CH:24]=[C:23]([C:27]([C:30]#[N:31])([CH3:29])[CH3:28])[CH:22]=4)[CH:15]=[CH:16][C:17]=3[CH3:18])[N:7]=[CH:8][C:9]=2[N:10]=1.[Cl:33][CH2:34][C:35](Cl)=[O:36].O. The catalyst is CN(C)C(=O)C. The product is [Cl:33][CH2:34][C:35]([NH:1][C:2]1[S:3][C:4]2[N:5]=[C:6]([NH:11][C:12]3[CH:13]=[C:14]([NH:19][C:20](=[O:32])[C:21]4[CH:26]=[CH:25][CH:24]=[C:23]([C:27]([C:30]#[N:31])([CH3:29])[CH3:28])[CH:22]=4)[CH:15]=[CH:16][C:17]=3[CH3:18])[N:7]=[CH:8][C:9]=2[N:10]=1)=[O:36]. The yield is 0.710. (9) The reactants are [CH2:1]([O:8][C@@H:9]1[C@@H:21]([O:22][CH2:23][C:24]2[CH:29]=[CH:28][C:27]([O:30][CH3:31])=[CH:26][CH:25]=2)[C@@H:20]([OH:32])[C@@H:19]([CH2:33][O:34][Si:35]([C:38]([CH3:41])([CH3:40])[CH3:39])([CH3:37])[CH3:36])[O:18][C@H:10]1[O:11][CH2:12][CH2:13][Si:14]([CH3:17])([CH3:16])[CH3:15])[C:2]1[CH:7]=[CH:6][CH:5]=[CH:4][CH:3]=1. The catalyst is CS(C)=O.C(OC(=O)C)(=O)C.C(OCC)C. The product is [CH2:1]([O:8][C@@H:9]1[C@@H:21]([O:22][CH2:23][C:24]2[CH:29]=[CH:28][C:27]([O:30][CH3:31])=[CH:26][CH:25]=2)[C:20](=[O:32])[C@@H:19]([CH2:33][O:34][Si:35]([C:38]([CH3:41])([CH3:40])[CH3:39])([CH3:37])[CH3:36])[O:18][C@H:10]1[O:11][CH2:12][CH2:13][Si:14]([CH3:15])([CH3:17])[CH3:16])[C:2]1[CH:3]=[CH:4][CH:5]=[CH:6][CH:7]=1. The yield is 1.00. (10) The reactants are F[C:2]1[C:7]([I:8])=[CH:6][CH:5]=[CH:4][N:3]=1.[CH3:9][CH:10]([NH2:12])[CH3:11]. No catalyst specified. The product is [I:8][C:7]1[C:2]([NH:12][CH:10]([CH3:11])[CH3:9])=[N:3][CH:4]=[CH:5][CH:6]=1. The yield is 0.270.